This data is from Catalyst prediction with 721,799 reactions and 888 catalyst types from USPTO. The task is: Predict which catalyst facilitates the given reaction. (1) Reactant: C([BH3-])#[N:2].[Na+].[CH3:5][C:6]([C:8]1[CH:13]=[CH:12][CH:11]=[C:10]([F:14])[CH:9]=1)=O.C([O-])(=O)C.[NH4+].Cl. Product: [F:14][C:10]1[CH:9]=[C:8]([CH:6]([NH2:2])[CH3:5])[CH:13]=[CH:12][CH:11]=1. The catalyst class is: 459. (2) Reactant: [CH3:1][O:2][C:3]1[N:8]=[C:7]([C:9]([F:12])([F:11])[F:10])[C:6]([N+:13]([O-])=O)=[CH:5][CH:4]=1.O.O.[Sn](Cl)Cl.[OH-].[Na+].C(OCC)(=O)C. Product: [CH3:1][O:2][C:3]1[N:8]=[C:7]([C:9]([F:10])([F:11])[F:12])[C:6]([NH2:13])=[CH:5][CH:4]=1. The catalyst class is: 8. (3) Reactant: [Cl:1][C:2]1[CH:7]=[CH:6][C:5]([C:8]2[S:9][C:10]([CH2:14][O:15][CH:16]3[CH2:21][CH2:20][CH2:19][NH:18][CH2:17]3)=[C:11]([CH3:13])[N:12]=2)=[CH:4][CH:3]=1.F[C:23]1[CH:30]=[CH:29][CH:28]=[CH:27][C:24]=1[CH:25]=[O:26].C(=O)([O-])[O-].[Cs+].[Cs+].O. Product: [Cl:1][C:2]1[CH:7]=[CH:6][C:5]([C:8]2[S:9][C:10]([CH2:14][O:15][CH:16]3[CH2:21][CH2:20][CH2:19][N:18]([C:23]4[CH:30]=[CH:29][CH:28]=[CH:27][C:24]=4[CH:25]=[O:26])[CH2:17]3)=[C:11]([CH3:13])[N:12]=2)=[CH:4][CH:3]=1. The catalyst class is: 16. (4) Reactant: [F:1][C:2]1[CH:7]=[C:6]([F:8])[C:5]([O:9][CH3:10])=[CH:4][C:3]=1[C:11]1[CH:16]=[CH:15][N:14]=[CH:13][C:12]=1[NH:17][CH3:18].[CH3:19][S:20]([C:23]1[CH:24]=[C:25]([CH:29]=[C:30]([C:32]([F:35])([F:34])[F:33])[CH:31]=1)[C:26]([OH:28])=O)(=[O:22])=[O:21].O=P(Cl)(Cl)Cl. Product: [F:1][C:2]1[CH:7]=[C:6]([F:8])[C:5]([O:9][CH3:10])=[CH:4][C:3]=1[C:11]1[CH:16]=[CH:15][N:14]=[CH:13][C:12]=1[N:17]([CH3:18])[C:26](=[O:28])[C:25]1[CH:29]=[C:30]([C:32]([F:35])([F:34])[F:33])[CH:31]=[C:23]([S:20]([CH3:19])(=[O:21])=[O:22])[CH:24]=1. The catalyst class is: 17. (5) Reactant: [F:1][C:2]1[CH:7]=[C:6]([S:8]([CH3:10])=[O:9])[CH:5]=[C:4]([F:11])[C:3]=1[C:12]1[N:17]=[C:16]([C:18]([O:20]C)=[O:19])[CH:15]=[CH:14][C:13]=1[F:22].[OH-].[Na+].Cl. Product: [F:1][C:2]1[CH:7]=[C:6]([S:8]([CH3:10])=[O:9])[CH:5]=[C:4]([F:11])[C:3]=1[C:12]1[N:17]=[C:16]([C:18]([OH:20])=[O:19])[CH:15]=[CH:14][C:13]=1[F:22]. The catalyst class is: 36.